The task is: Predict which catalyst facilitates the given reaction.. This data is from Catalyst prediction with 721,799 reactions and 888 catalyst types from USPTO. (1) Reactant: [CH3:1][O:2][C:3]1[CH:8]=[C:7]([O:9][CH3:10])[CH:6]=[C:5]([CH:11]=[CH:12][C:13]2[CH:18]=[CH:17][C:16]([O:19][CH3:20])=[CH:15][CH:14]=2)[C:4]=1[CH:21]([C:23]1[CH:28]=[C:27]([O:29][CH3:30])[CH:26]=[C:25]([O:31][CH3:32])[CH:24]=1)O.C(O)(C(F)(F)F)=[O:34].C([O-])([O-])=O.[K+].[K+].CO. Product: [CH3:32][O:31][C:25]1[CH:24]=[C:23]([CH:21]2[C:4]3[C:5](=[CH:6][C:7]([O:9][CH3:10])=[CH:8][C:3]=3[O:2][CH3:1])[CH:11]([OH:34])[CH:12]2[C:13]2[CH:18]=[CH:17][C:16]([O:19][CH3:20])=[CH:15][CH:14]=2)[CH:28]=[C:27]([O:29][CH3:30])[CH:26]=1. The catalyst class is: 34. (2) Product: [Br:24][C:9]1[CH:10]=[C:11]2[C:22]3=[C:23]4[C:18]([CH:17]=[CH:16][CH:15]=[C:14]4[CH:13]=[CH:12]2)=[CH:19][CH:20]=[C:21]3[C:8]=1[C:5]1[CH:4]=[CH:3][C:2]([Cl:1])=[CH:7][CH:6]=1. The catalyst class is: 57. Reactant: [Cl:1][C:2]1[CH:7]=[CH:6][C:5]([C:8]2[C:21]3[C:22]4=[C:23]5[C:18](=[CH:19][CH:20]=3)[CH:17]=[CH:16][CH:15]=[C:14]5[CH:13]=[CH:12][C:11]4=[CH:10][CH:9]=2)=[CH:4][CH:3]=1.[Br:24]N1C(=O)CCC1=O. (3) Reactant: [O:1]=[C:2]([C@H:23]([CH3:61])[C@@H:24]([O:52][C:53]([O:55][CH2:56][C:57]([Cl:60])([Cl:59])[Cl:58])=[O:54])[C@@H:25]([CH3:51])[CH2:26]/[CH:27]=[CH:28]/[C:29](/[CH3:50])=[CH:30]\[CH2:31][C@H:32]([O:42][Si](CC)(CC)CC)/[C:33](/[CH3:41])=[CH:34]/[C:35]1[N:36]=[C:37]([CH3:40])[S:38][CH:39]=1)[C:3]([CH3:22])([CH3:21])[C@@H:4]([O:13][Si:14]([CH2:19][CH3:20])([CH2:17][CH3:18])[CH2:15][CH3:16])[CH2:5][C:6]([O:8]C(C)(C)C)=[O:7].N1C(C)=CC=CC=1C.FC(F)(F)S(O[Si](CC)(CC)CC)(=O)=O.Cl.P([O-])([O-])([O-])=O. Product: [O:1]=[C:2]([C@H:23]([CH3:61])[C@@H:24]([O:52][C:53]([O:55][CH2:56][C:57]([Cl:58])([Cl:59])[Cl:60])=[O:54])[C@@H:25]([CH3:51])[CH2:26]/[CH:27]=[CH:28]/[C:29](/[CH3:50])=[CH:30]\[CH2:31][C@H:32]([OH:42])/[C:33](/[CH3:41])=[CH:34]/[C:35]1[N:36]=[C:37]([CH3:40])[S:38][CH:39]=1)[C:3]([CH3:21])([CH3:22])[C@@H:4]([O:13][Si:14]([CH2:19][CH3:20])([CH2:15][CH3:16])[CH2:17][CH3:18])[CH2:5][C:6]([OH:8])=[O:7]. The catalyst class is: 124. (4) Reactant: [CH3:1][O:2][C:3]1[CH:12]=[C:11]2[C:6]([C:7]([O:13][C:14]3[CH:19]=[CH:18][C:17]([NH:20][C:21]4[C:30]5[C:25](=[CH:26][CH:27]=[CH:28][CH:29]=5)[C:24]([C:31]5[CH:36]=[CH:35][C:34]([C:37]#[C:38][Si](CC)(CC)CC)=[CH:33][CH:32]=5)=[N:23][N:22]=4)=[CH:16][CH:15]=3)=[CH:8][CH:9]=[N:10]2)=[N:5][CH:4]=1.C(=O)([O-])[O-].[K+].[K+]. Product: [C:37]([C:34]1[CH:35]=[CH:36][C:31]([C:24]2[C:25]3[C:30](=[CH:29][CH:28]=[CH:27][CH:26]=3)[C:21]([NH:20][C:17]3[CH:16]=[CH:15][C:14]([O:13][C:7]4[C:6]5[C:11](=[CH:12][C:3]([O:2][CH3:1])=[CH:4][N:5]=5)[N:10]=[CH:9][CH:8]=4)=[CH:19][CH:18]=3)=[N:22][N:23]=2)=[CH:32][CH:33]=1)#[CH:38]. The catalyst class is: 5.